From a dataset of NCI-60 drug combinations with 297,098 pairs across 59 cell lines. Regression. Given two drug SMILES strings and cell line genomic features, predict the synergy score measuring deviation from expected non-interaction effect. (1) Drug 1: CN1C(=O)N2C=NC(=C2N=N1)C(=O)N. Drug 2: C1=NC2=C(N1)C(=S)N=CN2. Cell line: SF-268. Synergy scores: CSS=39.5, Synergy_ZIP=1.25, Synergy_Bliss=0.533, Synergy_Loewe=-32.3, Synergy_HSA=0.440. (2) Drug 1: CS(=O)(=O)C1=CC(=C(C=C1)C(=O)NC2=CC(=C(C=C2)Cl)C3=CC=CC=N3)Cl. Drug 2: CCC1=C2CN3C(=CC4=C(C3=O)COC(=O)C4(CC)O)C2=NC5=C1C=C(C=C5)O. Cell line: SK-MEL-28. Synergy scores: CSS=12.5, Synergy_ZIP=-3.37, Synergy_Bliss=6.77, Synergy_Loewe=-13.3, Synergy_HSA=0.279. (3) Synergy scores: CSS=7.22, Synergy_ZIP=-3.15, Synergy_Bliss=-2.88, Synergy_Loewe=-3.38, Synergy_HSA=-1.94. Cell line: NCI-H226. Drug 1: C1=CN(C(=O)N=C1N)C2C(C(C(O2)CO)O)O.Cl. Drug 2: CN1C2=C(C=C(C=C2)N(CCCl)CCCl)N=C1CCCC(=O)O.Cl. (4) Drug 2: C1CN1P(=S)(N2CC2)N3CC3. Cell line: 786-0. Synergy scores: CSS=1.67, Synergy_ZIP=-2.20, Synergy_Bliss=1.74, Synergy_Loewe=-8.38, Synergy_HSA=0.262. Drug 1: CC1=CC2C(CCC3(C2CCC3(C(=O)C)OC(=O)C)C)C4(C1=CC(=O)CC4)C. (5) Drug 1: CCN(CC)CCCC(C)NC1=C2C=C(C=CC2=NC3=C1C=CC(=C3)Cl)OC. Drug 2: C(CCl)NC(=O)N(CCCl)N=O. Cell line: TK-10. Synergy scores: CSS=24.0, Synergy_ZIP=-5.57, Synergy_Bliss=4.10, Synergy_Loewe=4.22, Synergy_HSA=4.19. (6) Drug 1: C(CN)CNCCSP(=O)(O)O. Synergy scores: CSS=26.1, Synergy_ZIP=3.18, Synergy_Bliss=3.07, Synergy_Loewe=-20.9, Synergy_HSA=0.851. Cell line: TK-10. Drug 2: COCCOC1=C(C=C2C(=C1)C(=NC=N2)NC3=CC=CC(=C3)C#C)OCCOC.Cl. (7) Cell line: BT-549. Synergy scores: CSS=3.65, Synergy_ZIP=0.898, Synergy_Bliss=0.584, Synergy_Loewe=-1.75, Synergy_HSA=-1.81. Drug 2: C1CNP(=O)(OC1)N(CCCl)CCCl. Drug 1: CC1=CC2C(CCC3(C2CCC3(C(=O)C)OC(=O)C)C)C4(C1=CC(=O)CC4)C. (8) Drug 1: C(CC(=O)O)C(=O)CN.Cl. Drug 2: C(CN)CNCCSP(=O)(O)O. Cell line: UACC-257. Synergy scores: CSS=-0.246, Synergy_ZIP=0.0703, Synergy_Bliss=-0.815, Synergy_Loewe=-5.77, Synergy_HSA=-2.95.